This data is from Full USPTO retrosynthesis dataset with 1.9M reactions from patents (1976-2016). The task is: Predict the reactants needed to synthesize the given product. (1) Given the product [Cl:9][C:6]1[N:5]=[CH:4][C:3]([C:10]([N:12]2[CH2:13][CH2:14][CH:15]([C:18]3[CH:23]=[CH:22][C:21]([F:24])=[CH:20][CH:19]=3)[CH2:16][CH2:17]2)=[O:11])=[C:2]([NH:29][C:28]2[CH:30]=[CH:31][CH:32]=[C:26]([Cl:25])[CH:27]=2)[C:7]=1[CH3:8], predict the reactants needed to synthesize it. The reactants are: Cl[C:2]1[C:7]([CH3:8])=[C:6]([Cl:9])[N:5]=[CH:4][C:3]=1[C:10]([N:12]1[CH2:17][CH2:16][CH:15]([C:18]2[CH:23]=[CH:22][C:21]([F:24])=[CH:20][CH:19]=2)[CH2:14][CH2:13]1)=[O:11].[Cl:25][C:26]1[CH:27]=[C:28]([CH:30]=[CH:31][CH:32]=1)[NH2:29]. (2) Given the product [CH:25]1([C:31]2[C:32]3[CH:33]=[CH:34][C:35]([C:65]([NH:66][S:67]([CH:70]([CH3:71])[CH3:72])(=[O:68])=[O:69])=[O:73])=[CH:36][C:37]=3[N:38]3[CH2:44][C:43]([C:45]4[N:49]([CH:50]5[CH2:51][CH2:52]5)[N:48]=[C:47]([CH:53]([CH3:54])[CH3:55])[C:46]=4[C:56]([N:80]4[CH2:81][C@H:82]([CH3:83])[N:77]([CH3:76])[C@H:78]([CH3:84])[CH2:79]4)=[O:58])=[CH:42][C:41]4[CH:59]=[C:60]([O:63][CH3:64])[CH:61]=[CH:62][C:40]=4[C:39]=23)[CH2:26][CH2:27][CH2:28][CH2:29][CH2:30]1, predict the reactants needed to synthesize it. The reactants are: CN(C(ON1N=NC2C=CC=NC1=2)=[N+](C)C)C.F[P-](F)(F)(F)(F)F.[CH:25]1([C:31]2[C:32]3[CH:33]=[CH:34][C:35]([C:65](=[O:73])[NH:66][S:67]([CH:70]([CH3:72])[CH3:71])(=[O:69])=[O:68])=[CH:36][C:37]=3[N:38]3[CH2:44][C:43]([C:45]4[N:49]([CH:50]5[CH2:52][CH2:51]5)[N:48]=[C:47]([CH:53]([CH3:55])[CH3:54])[C:46]=4[C:56]([OH:58])=O)=[CH:42][C:41]4[CH:59]=[C:60]([O:63][CH3:64])[CH:61]=[CH:62][C:40]=4[C:39]=23)[CH2:30][CH2:29][CH2:28][CH2:27][CH2:26]1.Cl.Cl.[CH3:76][N:77]1[C@H:82]([CH3:83])[CH2:81][NH:80][CH2:79][C@@H:78]1[CH3:84].CCN(C(C)C)C(C)C. (3) Given the product [C:29]([O:28][CH2:4][C:5](=[O:46])[CH2:6][CH2:7][CH3:8])(=[O:31])[CH3:30], predict the reactants needed to synthesize it. The reactants are: C([CH:4]([O:28][C:29](=[O:31])[CH3:30])[CH2:5][CH:6]=[C:7](C)[CH2:8]CCC(C)C(O)C(C)C(=O)C(C)(C)C(OC)OC)(=O)C.CC(CCCC(C)COC1CCCCO1)=CCC([O:46]C(=O)C)C(C)=CC1N=C(C)SC=1.CC(C)(C(=O)CC)[C@@H](O)CC(N1[C@@H](CC2C=CC=CC=2)COC1=O)=O.C(OC(CC=C(C)CCCC(C)COC1CCCCO1)C(=O)C)(=O)C. (4) Given the product [Br:30][C:29]1[C:9]2[C:10](=[N:11][C:12]([C:20]3[CH:25]=[CH:24][C:23]([F:26])=[CH:22][CH:21]=3)=[C:13]([C:14]3[CH:15]=[CH:16][N:17]=[CH:18][CH:19]=3)[C:8]=2[C:5]2[CH:6]=[CH:7][C:2]([F:1])=[CH:3][CH:4]=2)[NH:27][N:28]=1, predict the reactants needed to synthesize it. The reactants are: [F:1][C:2]1[CH:7]=[CH:6][C:5]([C:8]2[C:13]([C:14]3[CH:19]=[CH:18][N:17]=[CH:16][CH:15]=3)=[C:12]([C:20]3[CH:25]=[CH:24][C:23]([F:26])=[CH:22][CH:21]=3)[N:11]=[C:10]3[NH:27][N:28]=[CH:29][C:9]=23)=[CH:4][CH:3]=1.[Br:30]Br.C(#N)C. (5) Given the product [CH2:1]([O:5][CH2:6][CH2:7][O:8][C:9]1[CH:14]=[CH:13][C:12]([C:15]2[CH:20]=[CH:19][C:18]([N:21]([CH3:29])[CH2:22][C:23]3[CH:24]=[N:25][N:26]([CH3:28])[CH:27]=3)=[C:17](/[CH:30]=[C:31](\[CH3:37])/[C:32]([OH:34])=[O:33])[CH:16]=2)=[CH:11][CH:10]=1)[CH2:2][CH2:3][CH3:4], predict the reactants needed to synthesize it. The reactants are: [CH2:1]([O:5][CH2:6][CH2:7][O:8][C:9]1[CH:14]=[CH:13][C:12]([C:15]2[CH:20]=[CH:19][C:18]([N:21]([CH3:29])[CH2:22][C:23]3[CH:24]=[N:25][N:26]([CH3:28])[CH:27]=3)=[C:17](/[CH:30]=[C:31](\[CH3:37])/[C:32]([O:34]CC)=[O:33])[CH:16]=2)=[CH:11][CH:10]=1)[CH2:2][CH2:3][CH3:4].[OH-].[Na+].O.Cl. (6) The reactants are: [F:1][C:2]1[CH:7]=[CH:6][C:5](B(O)O)=[CH:4][CH:3]=1.C(=O)(O)[O-].[Na+].Cl[C:17]1[C:26]2[C:21](=[CH:22][C:23]([CH2:27][N:28]3[C:32](=[O:33])[CH2:31][CH2:30][C:29]3=[O:34])=[CH:24][CH:25]=2)[N:20]=[C:19]([C:35]#[N:36])[CH:18]=1. Given the product [O:33]=[C:32]1[CH2:31][CH2:30][C:29](=[O:34])[N:28]1[CH2:27][C:23]1[CH:22]=[C:21]2[C:26]([C:17]([C:5]3[CH:6]=[CH:7][C:2]([F:1])=[CH:3][CH:4]=3)=[CH:18][C:19]([C:35]#[N:36])=[N:20]2)=[CH:25][CH:24]=1, predict the reactants needed to synthesize it. (7) Given the product [CH3:17][N:2]([CH3:1])[CH2:3][CH2:4][CH2:5][NH:6][C:7]1[C:8]([C:9]([NH:38][C@@H:35]2[CH2:36][CH2:37][C@H:32]([NH:31][C:30](=[O:39])[O:29][C:25]([CH3:27])([CH3:26])[CH3:28])[CH2:33][CH2:34]2)=[O:11])=[CH:12][C:13]([F:16])=[CH:14][N:15]=1, predict the reactants needed to synthesize it. The reactants are: [CH3:1][N:2]([CH3:17])[CH2:3][CH2:4][CH2:5][NH:6][C:7]1[N:15]=[CH:14][C:13]([F:16])=[CH:12][C:8]=1[C:9]([OH:11])=O.C(N(CC)CC)C.[C:25]([O:29][C:30](=[O:39])[NH:31][CH:32]1[CH2:37][CH2:36][CH:35]([NH2:38])[CH2:34][CH2:33]1)([CH3:28])([CH3:27])[CH3:26]. (8) Given the product [CH:26]1([O:27][C:33](=[O:34])[C@H:17]([CH2:18][CH:2]([CH3:3])[CH3:1])[NH2:14])[CH2:25][CH2:29][CH2:30][CH2:22]1, predict the reactants needed to synthesize it. The reactants are: [CH3:1][C:2]1[CH:3]=CC(S(O)(=O)=O)=CC=1.C([N:14]([CH2:17][CH3:18])CC)C.[N+]([C:22]1[CH:30]=[CH:29][C:25]([C:26](Cl)=[O:27])=CC=1)([O-])=O.C1C[O:34][CH2:33]C1. (9) Given the product [CH:11]([C:4]1[CH:3]=[C:2]([CH3:1])[CH:7]=[CH:6][C:5]=1[NH2:8])([CH3:13])[CH3:12], predict the reactants needed to synthesize it. The reactants are: [CH3:1][C:2]1[CH:7]=[CH:6][C:5]([N+:8]([O-])=O)=[C:4]([C:11]([CH3:13])=[CH2:12])[CH:3]=1. (10) Given the product [F:1][C:2]1[CH:9]=[CH:8][C:5]([CH2:6][NH:7][CH:17]2[CH2:18][CH2:19][N:14]([C:12](=[O:13])[C:11]([F:10])([F:21])[F:22])[CH2:15][CH2:16]2)=[CH:4][CH:3]=1, predict the reactants needed to synthesize it. The reactants are: [F:1][C:2]1[CH:9]=[CH:8][C:5]([CH2:6][NH2:7])=[CH:4][CH:3]=1.[F:10][C:11]([F:22])([F:21])[C:12]([N:14]1[CH2:19][CH2:18][C:17](=O)[CH2:16][CH2:15]1)=[O:13].C(O)(=O)C.[BH3-]C#N.[Na+].